This data is from Full USPTO retrosynthesis dataset with 1.9M reactions from patents (1976-2016). The task is: Predict the reactants needed to synthesize the given product. (1) Given the product [NH2:10][C:7]1[S:8][CH:9]=[C:5]([C:1](=[O:4])[CH2:2][CH3:3])[N:6]=1, predict the reactants needed to synthesize it. The reactants are: [C:1]([C:5]1[N:6]=[C:7]([NH:10]C(=O)OC(C)(C)C)[S:8][CH:9]=1)(=[O:4])[CH2:2][CH3:3].FC(F)(F)C(O)=O. (2) Given the product [NH2:1][C:2]1[N:6]([CH:7]2[CH2:12][CH2:11][CH2:10][N:9]([C:36]#[N:35])[CH2:8]2)[NH:5][C:4]([C:13]2[CH:14]=[CH:15][C:16]([O:19][C:20]3[CH:21]=[CH:22][CH:23]=[CH:24][CH:25]=3)=[CH:17][CH:18]=2)([C:40]([NH2:39])=[O:41])[CH:3]=1, predict the reactants needed to synthesize it. The reactants are: [NH2:1][C:2]1[N:6]([CH:7]2[CH2:12][CH2:11][CH2:10][NH:9][CH2:8]2)[N:5]=[C:4]([C:13]2[CH:18]=[CH:17][C:16]([O:19][C:20]3[CH:25]=[CH:24][CH:23]=[CH:22][CH:21]=3)=[CH:15][CH:14]=2)[C:3]=1C(N)=O.C(=O)([O-])[O-].[K+].[K+].[N:35]#[C:36]Br.C[N:39](C)[CH:40]=[O:41]. (3) Given the product [Cl:4][CH2:5][CH2:6][CH2:7][O:8][C:9]1[CH:14]=[CH:13][C:12]([C:15]2[O:16][CH:17]=[C:18]([CH2:20][C:21]([OH:23])=[O:22])[N:19]=2)=[CH:11][CH:10]=1, predict the reactants needed to synthesize it. The reactants are: O.[OH-].[Li+].[Cl:4][CH2:5][CH2:6][CH2:7][O:8][C:9]1[CH:14]=[CH:13][C:12]([C:15]2[O:16][CH:17]=[C:18]([CH2:20][C:21]([O:23]C)=[O:22])[N:19]=2)=[CH:11][CH:10]=1. (4) Given the product [CH3:1][C:2]1[C:6]([C:7]2[C:16]3[O:15][CH2:14][C@H:13]([C:17]4[CH:22]=[CH:21][CH:20]=[CH:19][N:18]=4)[N:12]4[C:36]([C@@H:34]([OH:38])[CH2:37][OH:29])=[N:24][C:10]([C:11]=34)=[CH:9][CH:8]=2)=[C:5]([CH3:27])[O:4][N:3]=1, predict the reactants needed to synthesize it. The reactants are: [CH3:1][C:2]1[C:6]([C:7]2[C:16]3[O:15][CH2:14][C@H:13]([C:17]4[CH:22]=[CH:21][CH:20]=[CH:19][N:18]=4)[N:12]4C(C=C)=[N:24][C:10]([C:11]=34)=[CH:9][CH:8]=2)=[C:5]([CH3:27])[O:4][N:3]=1.S([O-])([O-])=[O:29].[Na+].[Na+].[C:34]([OH:38])([CH3:37])([CH3:36])C. (5) Given the product [Cl:1][C:2]1[CH:7]=[CH:6][CH:5]=[C:4]([Cl:8])[C:3]=1[C:9]#[CH:10], predict the reactants needed to synthesize it. The reactants are: [Cl:1][C:2]1[CH:7]=[CH:6][CH:5]=[C:4]([Cl:8])[C:3]=1[C:9]#[C:10][Si](C)(C)C.C([O-])([O-])=O.[K+].[K+]. (6) The reactants are: Br[C:2]1[CH:7]=[CH:6][CH:5]=[C:4]([O:8][CH:9]([CH3:11])[CH3:10])[N:3]=1.C([Sn](CCCC)(CCCC)[C:17]1[N:21]2[CH:22]=[CH:23][C:24]([C:26]([F:29])([F:28])[F:27])=[N:25][C:20]2=[N:19][CH:18]=1)CCC. Given the product [CH:9]([O:8][C:4]1[N:3]=[C:2]([C:17]2[N:21]3[CH:22]=[CH:23][C:24]([C:26]([F:27])([F:28])[F:29])=[N:25][C:20]3=[N:19][CH:18]=2)[CH:7]=[CH:6][CH:5]=1)([CH3:11])[CH3:10], predict the reactants needed to synthesize it. (7) Given the product [CH3:14][O:13][C:9]1[CH:8]=[C:7]([C:5]2[O:18][C:16]([CH3:17])=[N:15][C:4]=2[C:3]([OH:2])=[O:19])[CH:12]=[CH:11][CH:10]=1, predict the reactants needed to synthesize it. The reactants are: C[O:2][C:3](=[O:19])[CH:4]([NH:15][C:16](=[O:18])[CH3:17])[C:5]([C:7]1[CH:12]=[CH:11][CH:10]=[C:9]([O:13][CH3:14])[CH:8]=1)=O.C1(C2C=CC=CC=2)C(C(O)=O)=CC=CC=1. (8) Given the product [NH2:1][C:2]1[N:7]=[CH:6][N:5]=[C:4]2[N:8]([CH:20]([C:22]3[O:23][C:24]4[C:29]([C:30](=[O:39])[C:31]=3[C:32]3[CH:37]=[CH:36][CH:35]=[C:34]([F:38])[CH:33]=3)=[CH:28][CH:27]=[CH:26][CH:25]=4)[CH3:21])[N:9]=[C:10]([C:11]3[CH:16]=[CH:15][C:14]([Cl:17])=[C:13]([OH:18])[CH:12]=3)[C:3]=12, predict the reactants needed to synthesize it. The reactants are: [NH2:1][C:2]1[N:7]=[CH:6][N:5]=[C:4]2[N:8]([CH:20]([C:22]3[O:23][C:24]4[C:29]([C:30](=[O:39])[C:31]=3[C:32]3[CH:37]=[CH:36][CH:35]=[C:34]([F:38])[CH:33]=3)=[CH:28][CH:27]=[CH:26][CH:25]=4)[CH3:21])[N:9]=[C:10]([C:11]3[CH:16]=[CH:15][C:14]([Cl:17])=[C:13]([O:18]C)[CH:12]=3)[C:3]=12.